Task: Predict which catalyst facilitates the given reaction.. Dataset: Catalyst prediction with 721,799 reactions and 888 catalyst types from USPTO (1) Reactant: [CH2:1]([O:8][C:9]1[CH:10]=[C:11]2[C:16](=[CH:17][C:18]=1[O:19][CH3:20])[CH2:15][N:14]([CH2:21][C:22]1[CH:27]=[CH:26][CH:25]=[C:24]([O:28][Si](C(C)C)(C(C)C)C(C)C)[CH:23]=1)[CH2:13][CH2:12]2)[C:2]1[CH:7]=[CH:6][CH:5]=[CH:4][CH:3]=1.CCCC[N+](CCCC)(CCCC)CCCC.[F-].C1COCC1.O.CCOC(C)=O. Product: [CH2:1]([O:8][C:9]1[CH:10]=[C:11]2[C:16](=[CH:17][C:18]=1[O:19][CH3:20])[CH2:15][N:14]([CH2:21][C:22]1[CH:27]=[CH:26][CH:25]=[C:24]([OH:28])[CH:23]=1)[CH2:13][CH2:12]2)[C:2]1[CH:7]=[CH:6][CH:5]=[CH:4][CH:3]=1. The catalyst class is: 1. (2) Reactant: Cl[C:2]1[CH:7]=[CH:6][N:5]=[CH:4][C:3]=1[N+:8]([O-:10])=[O:9].[CH3:11][C@H:12]1[CH2:17][NH:16][CH2:15][C@@H:14]([NH:18][C:19](=[O:25])[O:20][C:21]([CH3:24])([CH3:23])[CH3:22])[CH2:13]1. Product: [CH3:11][C@H:12]1[CH2:17][N:16]([C:2]2[CH:7]=[CH:6][N:5]=[CH:4][C:3]=2[N+:8]([O-:10])=[O:9])[CH2:15][C@@H:14]([NH:18][C:19](=[O:25])[O:20][C:21]([CH3:24])([CH3:23])[CH3:22])[CH2:13]1. The catalyst class is: 32. (3) Reactant: [NH2:1][C:2]1[N:10]=[C:9]([O:11][CH2:12][CH2:13][CH2:14][CH3:15])[N:8]=[C:7]2[C:3]=1[N:4]=[C:5]([O:33]C)[N:6]2[CH2:16][CH2:17][CH2:18][CH2:19][N:20]1[CH2:25][CH2:24][N:23](C(OC(C)(C)C)=O)[CH2:22][CH2:21]1.Cl.O1CCOCC1. Product: [NH2:1][C:2]1[N:10]=[C:9]([O:11][CH2:12][CH2:13][CH2:14][CH3:15])[N:8]=[C:7]2[C:3]=1[NH:4][C:5](=[O:33])[N:6]2[CH2:16][CH2:17][CH2:18][CH2:19][N:20]1[CH2:25][CH2:24][NH:23][CH2:22][CH2:21]1. The catalyst class is: 816. (4) Reactant: [C:1]([C:4]1[C:5]([O:22][CH3:23])=[C:6]([C:12]2[CH:17]=[CH:16][C:15]([C:18]([NH2:20])=[O:19])=[C:14]([F:21])[CH:13]=2)[C:7]([CH3:11])=[C:8]([Cl:10])[CH:9]=1)(=O)[CH3:2].C([O-])(=O)C.[NH4+].C([BH3-])#[N:30].[Na+]. Product: [NH2:30][CH:1]([C:4]1[C:5]([O:22][CH3:23])=[C:6]([C:12]2[CH:17]=[CH:16][C:15]([C:18]([NH2:20])=[O:19])=[C:14]([F:21])[CH:13]=2)[C:7]([CH3:11])=[C:8]([Cl:10])[CH:9]=1)[CH3:2]. The catalyst class is: 449. (5) Reactant: [CH3:1][C:2]1[C:6]([O:7][C:8]2[CH:17]=[CH:16][C:11]([C:12]([O:14][CH3:15])=[O:13])=[CH:10][CH:9]=2)=[C:5]([CH3:18])[NH:4][N:3]=1.[H-].[Na+].[Cl:21][C:22]1[CH:29]=[C:28](F)[CH:27]=[CH:26][C:23]=1[C:24]#[N:25].O. Product: [Cl:21][C:22]1[CH:29]=[C:28]([N:3]2[C:2]([CH3:1])=[C:6]([O:7][C:8]3[CH:17]=[CH:16][C:11]([C:12]([O:14][CH3:15])=[O:13])=[CH:10][CH:9]=3)[C:5]([CH3:18])=[N:4]2)[CH:27]=[CH:26][C:23]=1[C:24]#[N:25]. The catalyst class is: 3. (6) The catalyst class is: 4. Product: [F:1][C:2]1[CH:7]=[CH:6][C:5]([N:8]2[CH2:9][CH2:10][N:11]([S:28]([C:19]3[CH:20]=[CH:21][C:22]4[C:27](=[CH:26][CH:25]=[CH:24][CH:23]=4)[CH:18]=3)(=[O:30])=[O:29])[CH2:12][CH2:13]2)=[C:4]([S:14]([CH3:17])(=[O:16])=[O:15])[CH:3]=1. Reactant: [F:1][C:2]1[CH:7]=[CH:6][C:5]([N:8]2[CH2:13][CH2:12][NH:11][CH2:10][CH2:9]2)=[C:4]([S:14]([CH3:17])(=[O:16])=[O:15])[CH:3]=1.[CH:18]1[C:27]2[C:22](=[CH:23][CH:24]=[CH:25][CH:26]=2)[CH:21]=[CH:20][C:19]=1[S:28](Cl)(=[O:30])=[O:29].C(N(C(C)C)CC)(C)C. (7) Reactant: [Cl:1][C:2]1[C:3]([O:9][C:10]2[CH:11]=[CH:12][C:13]([O:16]C)=[N:14][CH:15]=2)=[N:4][CH:5]=[C:6]([Cl:8])[CH:7]=1.Cl.N1C=CC=CC=1. Product: [Cl:1][C:2]1[C:3]([O:9][C:10]2[CH:11]=[CH:12][C:13]([OH:16])=[N:14][CH:15]=2)=[N:4][CH:5]=[C:6]([Cl:8])[CH:7]=1. The catalyst class is: 46. (8) Reactant: FC(F)(F)C(N[C@@H:6]1[C:14]2C(=CC=C(OC)C=2)C(=O)[CH2:7]1)=O.[CH3:20][O:21][C:22]1[CH:31]=[C:26]([C:27]([O:29][CH3:30])=[O:28])[C:25]([OH:32])=[CH:24][CH:23]=1.C(Br)C=C.C(=O)([O-])[O-].[Cs+].[Cs+]. Product: [CH2:14]([O:32][C:25]1[CH:24]=[CH:23][C:22]([O:21][CH3:20])=[CH:31][C:26]=1[C:27]([O:29][CH3:30])=[O:28])[CH:6]=[CH2:7]. The catalyst class is: 10.